This data is from Full USPTO retrosynthesis dataset with 1.9M reactions from patents (1976-2016). The task is: Predict the reactants needed to synthesize the given product. (1) The reactants are: [C:1]([NH:8][C@H:9]([C:14]([OH:16])=[O:15])[CH2:10][CH:11]([CH3:13])[CH3:12])([O:3][C:4]([CH3:7])(C)C)=[O:2].[CH3:17][N:18]([O:27][CH3:28])[C:19](=[O:26])[C@H:20]([CH2:22][CH:23]([CH3:25])[CH3:24])[NH2:21].FC(F)(F)C(O)=O. Given the product [CH3:13][CH:11]([CH2:10][C@H:9]([NH:8][C:1]([O:3][CH2:4][C:7]1[CH:24]=[CH:23][CH:22]=[CH:20][CH:19]=1)=[O:2])[C:14]([OH:16])=[O:15])[CH3:12].[NH2:8][C@H:9]([C:14]([OH:16])=[O:15])[CH2:10][CH:11]([CH3:13])[CH3:12].[CH3:17][N:18]([O:27][CH3:28])[C:19](=[O:26])[C@H:20]([CH2:22][CH:23]([CH3:25])[CH3:24])[NH2:21], predict the reactants needed to synthesize it. (2) Given the product [Br:1][C:2]1[C:11]2[C:6](=[C:7]([O:16][CH3:17])[CH:8]=[C:9]([C:12]([C:22]3[CH:23]=[CH:24][C:19]([Cl:18])=[CH:20][CH:21]=3)([C:22]3[CH:23]=[CH:24][C:19]([Cl:18])=[CH:20][CH:21]=3)[OH:14])[CH:10]=2)[N:5]=[CH:4][CH:3]=1, predict the reactants needed to synthesize it. The reactants are: [Br:1][C:2]1[C:11]2[C:6](=[C:7]([O:16][CH3:17])[CH:8]=[C:9]([C:12]([O:14]C)=O)[CH:10]=2)[N:5]=[CH:4][CH:3]=1.[Cl:18][C:19]1[CH:24]=[CH:23][C:22]([Mg]Br)=[CH:21][CH:20]=1. (3) Given the product [ClH:41].[NH2:8][C@@H:9]([CH3:40])[C:10]([O:12][C:13]1[CH:18]=[CH:17][C:16]([C@@H:19]2[CH2:24][CH2:23][N:22]([C@@H:25]3[CH2:29][CH2:28][N:27]([CH2:30][C:31]4[CH:32]=[CH:33][C:34]([CH3:37])=[CH:35][CH:36]=4)[C:26]3=[O:38])[CH2:21][C@H:20]2[F:39])=[CH:15][CH:14]=1)=[O:11], predict the reactants needed to synthesize it. The reactants are: C(OC([NH:8][C@@H:9]([CH3:40])[C:10]([O:12][C:13]1[CH:18]=[CH:17][C:16]([C@@H:19]2[CH2:24][CH2:23][N:22]([C@@H:25]3[CH2:29][CH2:28][N:27]([CH2:30][C:31]4[CH:36]=[CH:35][C:34]([CH3:37])=[CH:33][CH:32]=4)[C:26]3=[O:38])[CH2:21][C@H:20]2[F:39])=[CH:15][CH:14]=1)=[O:11])=O)(C)(C)C.[ClH:41].C(OCC)C. (4) Given the product [CH3:21][CH:22]([O:20][C:15]1[CH:16]=[CH:17][CH:18]=[CH:19][C:14]=1[CH:11]1[CH2:10][CH2:9][NH:8][CH2:13][CH2:12]1)[CH3:23], predict the reactants needed to synthesize it. The reactants are: C(OC([N:8]1[CH2:13][CH2:12][CH:11]([C:14]2[CH:19]=[CH:18][CH:17]=[CH:16][C:15]=2[OH:20])[CH2:10][CH2:9]1)=O)(C)(C)C.[CH3:21][C:22](C)([O-])[CH3:23].[K+].IC(C)C. (5) Given the product [Cl:24][C:25]1[CH:34]=[CH:33][C:32]([O:17][C@H:15]([CH3:16])[CH2:14][CH2:13][O:12][C:9]2[CH:10]=[CH:11][C:6]([CH2:5][CH2:4][C:3]([OH:2])=[O:23])=[C:7]([CH3:22])[CH:8]=2)=[C:31]2[C:26]=1[CH:27]=[CH:28][CH:29]=[N:30]2, predict the reactants needed to synthesize it. The reactants are: C[O:2][C:3](=[O:23])[CH2:4][CH2:5][C:6]1[CH:11]=[CH:10][C:9]([O:12][CH2:13][CH2:14][C@@H:15]([O:17]S(C)(=O)=O)[CH3:16])=[CH:8][C:7]=1[CH3:22].[Cl:24][C:25]1[CH:34]=[CH:33][C:32](O)=[C:31]2[C:26]=1[CH:27]=[CH:28][CH:29]=[N:30]2. (6) Given the product [CH:21]([OH:22])=[O:20].[Cl:1][C:2]1[CH:3]=[N+:4]([O-:38])[CH:5]=[C:6]([Cl:37])[C:7]=1[CH2:8][C@H:9]([O:20][C:21]([C:23]1[S:24][C:25]([CH2:28][N:29]([C:40]([O:41][C@@H:42]2[CH:47]3[CH2:48][CH2:49][N:44]([CH2:45][CH2:46]3)[CH2:43]2)=[O:50])[C:30]2[CH:35]=[CH:34][CH:33]=[CH:32][C:31]=2[F:36])=[CH:26][CH:27]=1)=[O:22])[C:10]1[CH:15]=[CH:14][C:13]([O:16][CH3:17])=[C:12]([O:18][CH3:19])[CH:11]=1, predict the reactants needed to synthesize it. The reactants are: [Cl:1][C:2]1[CH:3]=[N+:4]([O-:38])[CH:5]=[C:6]([Cl:37])[C:7]=1[CH2:8][C@H:9]([O:20][C:21]([C:23]1[S:24][C:25]([CH2:28][NH:29][C:30]2[CH:35]=[CH:34][CH:33]=[CH:32][C:31]=2[F:36])=[CH:26][CH:27]=1)=[O:22])[C:10]1[CH:15]=[CH:14][C:13]([O:16][CH3:17])=[C:12]([O:18][CH3:19])[CH:11]=1.Cl.[C:40](Cl)(=[O:50])[O:41][C@@H:42]1[CH:47]2[CH2:48][CH2:49][N:44]([CH2:45][CH2:46]2)[CH2:43]1.